From a dataset of Catalyst prediction with 721,799 reactions and 888 catalyst types from USPTO. Predict which catalyst facilitates the given reaction. Reactant: [N:1]([CH2:4][CH2:5][N:6]([CH:18]([CH3:20])[CH3:19])[C:7]([C:9]1[N:10]=[C:11]([N:14]2[CH2:17][CH2:16][CH2:15]2)[S:12][CH:13]=1)=[O:8])=[N+]=[N-].[Si:21]([O:38]C1CNC1)([C:34]([CH3:37])([CH3:36])[CH3:35])([C:28]1[CH:33]=[CH:32][CH:31]=[CH:30][CH:29]=1)[C:22]1[CH:27]=[CH:26][CH:25]=[CH:24][CH:23]=1.[N+:43]([C:46]1[CH:56]=[CH:55][C:49]([CH2:50][O:51][C:52](Cl)=[O:53])=[CH:48][CH:47]=1)([O-:45])=[O:44].C(N(CC)CC)C. Product: [Si:21]([O:38][CH:16]1[CH2:17][N:14]([C:11]2[S:12][CH:13]=[C:9]([C:7](=[O:8])[N:6]([CH:18]([CH3:20])[CH3:19])[CH2:5][CH2:4][NH:1][C:52]([O:51][CH2:50][C:49]3[CH:48]=[CH:47][C:46]([N+:43]([O-:45])=[O:44])=[CH:56][CH:55]=3)=[O:53])[N:10]=2)[CH2:15]1)([C:34]([CH3:37])([CH3:35])[CH3:36])([C:28]1[CH:29]=[CH:30][CH:31]=[CH:32][CH:33]=1)[C:22]1[CH:27]=[CH:26][CH:25]=[CH:24][CH:23]=1. The catalyst class is: 105.